This data is from Forward reaction prediction with 1.9M reactions from USPTO patents (1976-2016). The task is: Predict the product of the given reaction. (1) Given the reactants [Cl:1][C:2]1[CH:3]=[C:4]([CH:16]=[CH:17][CH:18]=1)[C:5]([NH:7][C:8]1[N:12]([CH2:13][CH2:14]C)[N:11]=[N:10][N:9]=1)=[O:6].[C:19](OC(=O)NCCBr)([CH3:22])([CH3:21])[CH3:20].[CH3:30][CH2:31][N:32](CC)CC.CN(C=[O:41])C, predict the reaction product. The product is: [Cl:1][C:2]1[CH:3]=[C:4]([CH:16]=[CH:17][CH:18]=1)[C:5]([NH:7][C:8]1[N:12]([CH2:13][CH2:14][NH:32][C:31](=[O:41])[CH2:30][C:19]([CH3:20])([CH3:21])[CH3:22])[N:11]=[N:10][N:9]=1)=[O:6]. (2) Given the reactants [CH:1]1([N:4]([CH2:6][C:7]2[CH:12]=[CH:11][CH:10]=[C:9]([C:13]#[CH:14])[CH:8]=2)[CH3:5])[CH2:3][CH2:2]1.[CH2:15]([O:22][C:23](=[O:33])[CH:24]=[CH:25][C:26]1[CH:31]=[CH:30][C:29](O)=[CH:28][CH:27]=1)C1C=CC=CC=1.C(N(CC)CC)C.C(OCC)(=O)C, predict the reaction product. The product is: [CH3:15][O:22][C:23](=[O:33])/[CH:24]=[CH:25]/[C:26]1[CH:27]=[CH:28][C:29]([C:14]#[C:13][C:9]2[CH:10]=[CH:11][CH:12]=[C:7]([CH2:6][N:4]([CH:1]3[CH2:3][CH2:2]3)[CH3:5])[CH:8]=2)=[CH:30][CH:31]=1. (3) Given the reactants [C:1]1([CH2:7][CH2:8][C:9]([NH:11][C:12]2[CH:13]=[C:14]3[C:18](=[CH:19][C:20]=2[N+:21]([O-])=O)[N:17]([CH3:24])[C:16](=[O:25])[C:15]3([CH3:27])[CH3:26])=O)[CH:6]=[CH:5][CH:4]=[CH:3][CH:2]=1, predict the reaction product. The product is: [CH3:24][N:17]1[C:18]2[CH:19]=[C:20]3[NH:21][C:9]([CH2:8][CH2:7][C:1]4[CH:6]=[CH:5][CH:4]=[CH:3][CH:2]=4)=[N:11][C:12]3=[CH:13][C:14]=2[C:15]([CH3:27])([CH3:26])[C:16]1=[O:25].